Dataset: Reaction yield outcomes from USPTO patents with 853,638 reactions. Task: Predict the reaction yield, written as a fraction of the theoretical maximum amount of product (1.0 means a 100% yield; for example, 0.34 means a 34% yield). (1) The reactants are [NH2:1][C:2]1[CH:3]=[C:4]([N:25]([CH3:34])[C:26](=[O:33])[C:27]2[CH:32]=[CH:31][CH:30]=[CH:29][CH:28]=2)[CH:5]=[CH:6][C:7]=1[NH:8][CH2:9][C@H:10]([O:17][Si:18]([C:21]([CH3:24])([CH3:23])[CH3:22])([CH3:20])[CH3:19])[C:11]1[CH:16]=[CH:15][CH:14]=[CH:13][CH:12]=1.Br[C:36]#[N:37]. The catalyst is CCO. The product is [NH2:37][C:36]1[N:8]([CH2:9][C@H:10]([O:17][Si:18]([C:21]([CH3:24])([CH3:23])[CH3:22])([CH3:19])[CH3:20])[C:11]2[CH:12]=[CH:13][CH:14]=[CH:15][CH:16]=2)[C:7]2[CH:6]=[CH:5][C:4]([N:25]([CH3:34])[C:26](=[O:33])[C:27]3[CH:28]=[CH:29][CH:30]=[CH:31][CH:32]=3)=[CH:3][C:2]=2[N:1]=1. The yield is 0.950. (2) The reactants are [CH3:1][N:2]1[C:10]2[C:5](=[CH:6][C:7]([N+:11]([O-])=O)=[CH:8][CH:9]=2)[C:4]([CH3:14])=[N:3]1. The catalyst is C(O)C.[Pd]. The product is [CH3:1][N:2]1[C:10]2[C:5](=[CH:6][C:7]([NH2:11])=[CH:8][CH:9]=2)[C:4]([CH3:14])=[N:3]1. The yield is 0.840.